From a dataset of Full USPTO retrosynthesis dataset with 1.9M reactions from patents (1976-2016). Predict the reactants needed to synthesize the given product. (1) Given the product [CH2:11]([O:1][C:2]1[CH:7]=[CH:6][C:5]([CH3:8])=[N:4][CH:3]=1)[C:12]1[CH:17]=[CH:16][CH:15]=[CH:14][CH:13]=1, predict the reactants needed to synthesize it. The reactants are: [OH:1][C:2]1[CH:3]=[N:4][C:5]([CH3:8])=[CH:6][CH:7]=1.[H-].[Na+].[CH2:11](Br)[C:12]1[CH:17]=[CH:16][CH:15]=[CH:14][CH:13]=1. (2) Given the product [CH3:30][NH:31][C:2]1[N:7]=[CH:6][C:5]([C:8]2([NH:11][C:12]([C:14]3[C:15]4[CH:22]=[N:21][N:20]([C:23]5[CH:28]=[CH:27][C:26]([F:29])=[CH:25][CH:24]=5)[C:16]=4[CH:17]=[N:18][CH:19]=3)=[O:13])[CH2:10][CH2:9]2)=[CH:4][CH:3]=1, predict the reactants needed to synthesize it. The reactants are: Br[C:2]1[N:7]=[CH:6][C:5]([C:8]2([NH:11][C:12]([C:14]3[C:15]4[CH:22]=[N:21][N:20]([C:23]5[CH:28]=[CH:27][C:26]([F:29])=[CH:25][CH:24]=5)[C:16]=4[CH:17]=[N:18][CH:19]=3)=[O:13])[CH2:10][CH2:9]2)=[CH:4][CH:3]=1.[CH3:30][NH2:31].C(O)C. (3) The reactants are: [OH:1][CH:2]1[CH2:5][C:4]([C:12]([O:14][CH:15]([CH3:17])[CH3:16])=[O:13])([C:6]([O:8][CH:9]([CH3:11])[CH3:10])=[O:7])[CH2:3]1.CC(OI1(OC(C)=O)(OC(C)=O)OC(=O)C2C1=CC=CC=2)=O. Given the product [O:1]=[C:2]1[CH2:5][C:4]([C:6]([O:8][CH:9]([CH3:11])[CH3:10])=[O:7])([C:12]([O:14][CH:15]([CH3:16])[CH3:17])=[O:13])[CH2:3]1, predict the reactants needed to synthesize it. (4) Given the product [CH3:1][N:2]1[C@@H:7]2[CH2:8][C:9]3[CH:14]=[CH:13][C:12]([O:15][CH3:16])=[C:11]4[O:17][C@H:18]5[C:19]([CH2:20][CH2:21][C@@H:6]2[C@:5]5([C:10]=34)[CH2:4][CH2:3]1)=[O:22], predict the reactants needed to synthesize it. The reactants are: [CH3:1][N:2]1[C@@H:7]2[CH2:8][C:9]3[CH:14]=[CH:13][C:12]([O:15][CH3:16])=[C:11]4[O:17][C@H:18]5[C:19]([O:22]C)=[CH:20][CH2:21][C@@H:6]2[C@:5]5([C:10]=34)[CH2:4][CH2:3]1.Cl.[OH-].[NH4+].C. (5) Given the product [S:7]1[CH:8]=[CH:9][C:5]2[CH:4]=[CH:3][C:2]([B:14]3[O:15][C:16]([CH3:18])([CH3:17])[C:12]([CH3:28])([CH3:11])[O:13]3)=[CH:10][C:6]1=2, predict the reactants needed to synthesize it. The reactants are: Br[C:2]1[CH:3]=[CH:4][C:5]2[CH:9]=[CH:8][S:7][C:6]=2[CH:10]=1.[CH3:11][C:12]1([CH3:28])[C:16]([CH3:18])([CH3:17])[O:15][B:14]([B:14]2[O:15][C:16]([CH3:18])([CH3:17])[C:12]([CH3:28])([CH3:11])[O:13]2)[O:13]1.C([O-])(=O)C.[K+]. (6) The reactants are: [SH:1][C:2]1[NH:11][C:10](=[O:12])[C:9]2[C:4](=[CH:5][CH:6]=[CH:7][CH:8]=2)[N:3]=1.C(=O)([O-])[O-].[K+].[K+].Br[CH2:20][C:21]([O:23]C(C)(C)C)=[O:22].BrCC([O-])=O. Given the product [O:12]=[C:10]1[C:9]2[C:4](=[CH:5][CH:6]=[CH:7][CH:8]=2)[N:3]=[C:2]([S:1][CH2:20][C:21]([OH:23])=[O:22])[NH:11]1, predict the reactants needed to synthesize it. (7) The reactants are: [Br:1][C:2]1[CH:3]=[C:4]([S:9](Cl)(=[O:11])=[O:10])[C:5]([Cl:8])=[N:6][CH:7]=1.[NH:13]1[CH2:17][CH2:16][C@H:15]([NH:18][C:19](=[O:25])[O:20][C:21]([CH3:24])([CH3:23])[CH3:22])[CH2:14]1. Given the product [Br:1][C:2]1[CH:3]=[C:4]([S:9]([N:13]2[CH2:17][CH2:16][C@H:15]([NH:18][C:19](=[O:25])[O:20][C:21]([CH3:23])([CH3:22])[CH3:24])[CH2:14]2)(=[O:11])=[O:10])[C:5]([Cl:8])=[N:6][CH:7]=1, predict the reactants needed to synthesize it. (8) Given the product [ClH:17].[NH2:8][C:5]([CH3:7])([CH3:6])[C:4]#[C:3][CH2:2][OH:1], predict the reactants needed to synthesize it. The reactants are: [OH:1][CH2:2][C:3]#[C:4][C:5]([N:8]1[Si](C)(C)CC[Si]1(C)C)([CH3:7])[CH3:6].[ClH:17]. (9) Given the product [OH:28][C:24]([C:20]1[S:19][CH:23]=[N:22][N:21]=1)([CH3:25])[C:26]#[C:27][C:2]1[CH:3]=[CH:4][C:5]2[O:11][CH2:10][CH2:9][N:8]3[CH:12]=[C:13]([C:15]([NH2:17])=[O:16])[N:14]=[C:7]3[C:6]=2[CH:18]=1, predict the reactants needed to synthesize it. The reactants are: Br[C:2]1[CH:3]=[CH:4][C:5]2[O:11][CH2:10][CH2:9][N:8]3[CH:12]=[C:13]([C:15]([NH2:17])=[O:16])[N:14]=[C:7]3[C:6]=2[CH:18]=1.[S:19]1[CH:23]=[N:22][N:21]=[C:20]1[C:24]([OH:28])([C:26]#[CH:27])[CH3:25].